This data is from Reaction yield outcomes from USPTO patents with 853,638 reactions. The task is: Predict the reaction yield, written as a fraction of the theoretical maximum amount of product (1.0 means a 100% yield; for example, 0.34 means a 34% yield). The reactants are [F:1][C:2]1[CH:3]=[C:4]2[C:9](=[CH:10][C:11]=1[F:12])[NH:8][C:7](=[O:13])[CH2:6][CH2:5]2.[H-].[Na+].[Cl:16][CH2:17][CH2:18][CH2:19]I. The catalyst is CN(C=O)C. The product is [Cl:16][CH2:17][CH2:18][CH2:19][N:8]1[C:9]2[C:4](=[CH:3][C:2]([F:1])=[C:11]([F:12])[CH:10]=2)[CH2:5][CH2:6][C:7]1=[O:13]. The yield is 0.470.